This data is from Experimentally validated miRNA-target interactions with 360,000+ pairs, plus equal number of negative samples. The task is: Binary Classification. Given a miRNA mature sequence and a target amino acid sequence, predict their likelihood of interaction. (1) The miRNA is hsa-miR-6752-5p with sequence GGGGGGUGUGGAGCCAGGGGGC. The protein sequence of the target gene is MARLPAGIRFIISFSRDQWYRAFIFILTFLLYASFHLSRKPISIVKGELHKYCTAWDEADVRFSSQNRKSGSAAPHQLPDNETDCGWAPFDKNNYQQLLGALDYSFLCAYAVGMYLSGIIGERLPIRYYLTFGMLASGAFTALFGLGYFYNIHSFGFYVVTQVINGLVQTTGWPSVVTCLGNWFGKGRRGLIMGVWNSHTSVGNILGSLIAGYWVSTCWGLSFVVPGAIVAAMGIVCFLFLIEHPNDVRCSSTLVTHSKGYENGTNRLRLQKQILKSEKNKPLDPEMQCLLLSDGKGSIH.... Result: 0 (no interaction). (2) The miRNA is mmu-miR-3074-1-3p with sequence GAUAUCAGCUCAGUAGGCACCG. The protein sequence of the target gene is MAIALQPSDLVFEFASNGMDDIHQLEDPSVFPAVIVEQVPYPELVHLCSGLDLDEVHNGIIRDRTLCMTQDQILEGSILLTDDDVSTSNNVSSTEVLFNVATPSDVLDEKQIFSSPEVLSDSNSVQAINLPNFLLSTPEPDDLKKTSDAGDQKEHSEEEKVSREENLRKMGKARKRNRKTKNNRSTSPVTDPSMPIRKKSKDGKGSTIYLWEFLLALLQDRNTCPKYIKWTQREKGIFKLVDSKAVSKLWGKQKNKPDMNYETMGRALRYYYQRGILAKVEGQRLVYQFKEMPKDLVVID.... Result: 0 (no interaction). (3) The miRNA is hsa-miR-4744 with sequence UCUAAAGACUAGACUUCGCUAUG. The protein sequence of the target gene is MSKIRRKVTVENTKTISDSTSRRPSVFERLGPSTGSTAETQCRNWLKTGNCLYGNTCRFVHGPSPRGKGYSSNYRRSPERPTGDLRERMKNKRQDVDTEPQKRNTEESSSPVRKESSRGRHREKEDIKITKERTPESEEENVEWETNRDDSDNGDINYDYVHELSLEMKRQKIQRELMKLEQENMEKREEIIIKKEVSPEVVRSKLSPSPSLRKSSKSPKRKSSPKSSSASKKDRKTSAVSSPLLDQQRNSKTNQSKKKGPRTPSPPPPIPEDIALGKKYKEKYKVKDRIEEKTRDGKDR.... Result: 1 (interaction). (4) The miRNA is hsa-miR-766-3p with sequence ACUCCAGCCCCACAGCCUCAGC. The protein sequence of the target gene is MVSHFMGSLSVLCFLLLLGFQFVCPQPSTQHRKVPQRMAAEGAPEDDGGGGAPGVWGAWGPWSACSRSCSGGVMEQTRPCLPRSYRLRGGQRPGAPARAFADHVVSAVRTSVPLHRSRDETPALAGTDASRQGPTVLRGSRHPQPQGLEVTGDRRSRTRGTIGPGKYGYGKAPYILPLQTDTAHTPQRLRRQKLSSRHSRSQGASSARHGYSSPAHQVPQHGPLYQSDSGPRSGLQAAEAPIYQLPLTHDQGYPAASSLFHSPETSNNHGVGTHGATQSFSQPARSTAISCIGAYRQYKL.... Result: 1 (interaction). (5) The miRNA is hsa-miR-4535 with sequence GUGGACCUGGCUGGGAC. Result: 0 (no interaction). The protein sequence of the target gene is MNQKLLKLENLLRFHTICRQVHSPSQRRLLAWCRHGFAPASSVWRDLLGARSWQTDMLIGSALHQHRLLVTKKEKRPPRSQLSPVKTKKEVEVWVGMTVEDLASAMAKDIDCVYEALLNTAIDVDSLEANSHLDEVWIKEVIKKAGMKLKWSKLKQERIRENKDAVRRPGTDPALLKPRSPVVTVMGHVDHGKTTLLDKLRETQVAAMEVGGITQHIGAFLVSLPSGEKITFLDTPGHAAFSAMRARGAQVTDIVVLVVAADDGVMKQTVESIQHAKDAEVPIILAINKCDKTDADPEKV.... (6) The miRNA is hsa-miR-1914-3p with sequence GGAGGGGUCCCGCACUGGGAGG. The protein sequence of the target gene is MATEIGSPPRFFHMPRFQHQAPRQLFYKRPDFAQQQAMQQLTFDGKRMRKAVNRKTIDYNPSVIKYLENRIWQRDQRDMRAIQPDAGYYNDLVPPIGMLNNPMNAVTTKFVRTSTNKVKCPVFVVRWTPEGRRLVTGASSGEFTLWNGLTFNFETILQAHDSPVRAMTWSHNDMWMLTADHGGYVKYWQSNMNNVKMFQAHKEAIREASFSPTDNKFATCSDDGTVRIWDFLRCHEERILRGHGADVKCVDWHPTKGLVVSGSKDSQQPIKFWDPKTGQSLATLHAHKNTVMEVKLNLNG.... Result: 1 (interaction).